From a dataset of Full USPTO retrosynthesis dataset with 1.9M reactions from patents (1976-2016). Predict the reactants needed to synthesize the given product. Given the product [Cl:18][C:19]1[CH:20]=[C:21]2[C:25](=[CH:26][CH:27]=1)[NH:24][CH:23]=[C:22]2[CH2:28][CH2:29][NH:30][C:11](=[O:13])[C:10]1[CH:14]=[CH:15][CH:16]=[C:8]([O:1][C:2]2[CH:3]=[CH:4][CH:5]=[CH:6][CH:7]=2)[CH:9]=1, predict the reactants needed to synthesize it. The reactants are: [O:1]([C:8]1[CH:9]=[C:10]([CH:14]=[CH:15][CH:16]=1)[C:11]([OH:13])=O)[C:2]1[CH:7]=[CH:6][CH:5]=[CH:4][CH:3]=1.Cl.[Cl:18][C:19]1[CH:20]=[C:21]2[C:25](=[CH:26][CH:27]=1)[NH:24][CH:23]=[C:22]2[CH2:28][CH2:29][NH2:30].CN(C(ON1N=NC2C=CC=NC1=2)=[N+](C)C)C.F[P-](F)(F)(F)(F)F.